Dataset: Reaction yield outcomes from USPTO patents with 853,638 reactions. Task: Predict the reaction yield, written as a fraction of the theoretical maximum amount of product (1.0 means a 100% yield; for example, 0.34 means a 34% yield). The reactants are C[O:2][C:3](=[O:19])[CH2:4][CH2:5][CH2:6][CH2:7][CH2:8][O:9][C:10]1[CH:15]=[CH:14][C:13]([N+:16]([O-:18])=[O:17])=[CH:12][CH:11]=1. The catalyst is Cl. The product is [N+:16]([C:13]1[CH:12]=[CH:11][C:10]([O:9][CH2:8][CH2:7][CH2:6][CH2:5][CH2:4][C:3]([OH:19])=[O:2])=[CH:15][CH:14]=1)([O-:18])=[O:17]. The yield is 0.802.